Predict the reactants needed to synthesize the given product. From a dataset of Full USPTO retrosynthesis dataset with 1.9M reactions from patents (1976-2016). (1) Given the product [CH2:1]([O:8][C:9]1[CH:18]=[CH:17][CH:16]=[C:15]2[C:10]=1[CH2:11][CH2:12][CH2:13][CH:14]2[C:19]([N:32]([C:29]1[CH:28]=[CH:27][C:26]([CH2:22][CH2:23][CH2:24][CH3:25])=[CH:31][CH:30]=1)[CH2:33][C:34]1[CH:35]=[CH:36][C:37]([N:40]([CH3:42])[CH3:41])=[CH:38][CH:39]=1)=[O:21])[C:2]1[CH:3]=[CH:4][CH:5]=[CH:6][CH:7]=1, predict the reactants needed to synthesize it. The reactants are: [CH2:1]([O:8][C:9]1[CH:18]=[CH:17][CH:16]=[C:15]2[C:10]=1[CH2:11][CH2:12][CH2:13][CH:14]2[C:19]([OH:21])=O)[C:2]1[CH:7]=[CH:6][CH:5]=[CH:4][CH:3]=1.[CH2:22]([C:26]1[CH:31]=[CH:30][C:29]([NH:32][CH2:33][C:34]2[CH:39]=[CH:38][C:37]([N:40]([CH3:42])[CH3:41])=[CH:36][CH:35]=2)=[CH:28][CH:27]=1)[CH2:23][CH2:24][CH3:25]. (2) The reactants are: [CH3:1][Si](C=[N+]=[N-])(C)C.CCOCC.[CH3:13][C:14]1[C:15]([C:21]([OH:23])=[O:22])=[N:16][C:17]([CH3:20])=[CH:18][CH:19]=1. Given the product [CH3:1][O:22][C:21]([C:15]1[C:14]([CH3:13])=[CH:19][CH:18]=[C:17]([CH3:20])[N:16]=1)=[O:23], predict the reactants needed to synthesize it. (3) Given the product [CH3:29][C:26]([S:24]([NH:23][C:22]([C:30]1[CH:35]=[CH:34][CH:33]=[C:32]([O:36][C:37]([F:40])([F:38])[F:39])[CH:31]=1)([C:18]1[CH:19]=[CH:20][CH:21]=[C:16]([O:15][C:14]([F:13])([F:42])[F:41])[CH:17]=1)[CH2:7][C:2]1[CH:3]=[CH:4][CH:5]=[CH:6][N:1]=1)=[O:25])([CH3:27])[CH3:28], predict the reactants needed to synthesize it. The reactants are: [N:1]1[CH:6]=[CH:5][CH:4]=[CH:3][C:2]=1[CH3:7].[Li]CCCC.[F:13][C:14]([F:42])([F:41])[O:15][C:16]1[CH:17]=[C:18]([C:22]([C:30]2[CH:35]=[CH:34][CH:33]=[C:32]([O:36][C:37]([F:40])([F:39])[F:38])[CH:31]=2)=[N:23][S@@:24]([C:26]([CH3:29])([CH3:28])[CH3:27])=[O:25])[CH:19]=[CH:20][CH:21]=1. (4) The reactants are: [NH:1]1[CH2:6][CH2:5][CH:4]([C:7]2[CH:29]=[CH:28][C:10]([C:11]([NH:13][C:14]3[CH:19]=[CH:18][CH:17]=[CH:16][C:15]=3[NH:20]C(=O)OC(C)(C)C)=[O:12])=[CH:9][CH:8]=2)[CH2:3][CH2:2]1.[CH3:30][N:31]1[C:35]([CH3:36])=[C:34]([CH:37]=O)[C:33]([CH3:39])=[N:32]1. Given the product [NH2:20][C:15]1[CH:16]=[CH:17][CH:18]=[CH:19][C:14]=1[NH:13][C:11](=[O:12])[C:10]1[CH:9]=[CH:8][C:7]([CH:4]2[CH2:5][CH2:6][N:1]([CH2:37][C:34]3[C:33]([CH3:39])=[N:32][N:31]([CH3:30])[C:35]=3[CH3:36])[CH2:2][CH2:3]2)=[CH:29][CH:28]=1, predict the reactants needed to synthesize it. (5) Given the product [CH3:34][C:30]1([CH3:33])[O:29][C:28]2[CH:35]=[CH:36][C:25]([C@H:23]3[O:22][C:21](=[O:37])[N:20]([CH2:19][CH2:18][CH2:17][CH2:16][CH2:15][CH2:14][O:13][CH2:12][CH2:11][CH2:10][CH2:9][C:4]4[CH:5]=[CH:6][C:7]5[NH:8][C:38](=[O:39])[NH:1][C:2]=5[CH:3]=4)[CH2:24]3)=[CH:26][C:27]=2[CH2:32][O:31]1, predict the reactants needed to synthesize it. The reactants are: [NH2:1][C:2]1[CH:3]=[C:4]([CH2:9][CH2:10][CH2:11][CH2:12][O:13][CH2:14][CH2:15][CH2:16][CH2:17][CH2:18][CH2:19][N:20]2[CH2:24][C@@H:23]([C:25]3[CH:36]=[CH:35][C:28]4[O:29][C:30]([CH3:34])([CH3:33])[O:31][CH2:32][C:27]=4[CH:26]=3)[O:22][C:21]2=[O:37])[CH:5]=[CH:6][C:7]=1[NH2:8].[C:38](N1C=CN=C1)(N1C=CN=C1)=[O:39]. (6) Given the product [CH3:21][O:20][C:18](=[O:19])[CH2:17][N:7]1[C:8]2[C:13](=[CH:12][CH:11]=[CH:10][CH:9]=2)[CH2:14][CH:5]([NH2:4])[C:6]1=[O:15], predict the reactants needed to synthesize it. The reactants are: [H-].[Na+].Cl.[NH2:4][CH:5]1[CH2:14][C:13]2[C:8](=[CH:9][CH:10]=[CH:11][CH:12]=2)[NH:7][C:6]1=[O:15].Br[CH2:17][C:18]([O:20][CH3:21])=[O:19]. (7) The reactants are: Cl[C:2]1[C:7]([C:8]2[CH:13]=[CH:12][CH:11]=[CH:10][CH:9]=2)=[CH:6][N:5]2[CH:14]=[C:15]([CH3:17])[N:16]=[C:4]2[N:3]=1.C([O-])([O-])=O.[Na+].[Na+].[CH:24]([C:26]1[CH:31]=[CH:30][C:29](B(O)O)=[CH:28][CH:27]=1)=[O:25]. Given the product [CH3:17][C:15]1[N:16]=[C:4]2[N:3]=[C:2]([C:29]3[CH:30]=[CH:31][C:26]([CH:24]=[O:25])=[CH:27][CH:28]=3)[C:7]([C:8]3[CH:13]=[CH:12][CH:11]=[CH:10][CH:9]=3)=[CH:6][N:5]2[CH:14]=1, predict the reactants needed to synthesize it.